Dataset: Reaction yield outcomes from USPTO patents with 853,638 reactions. Task: Predict the reaction yield, written as a fraction of the theoretical maximum amount of product (1.0 means a 100% yield; for example, 0.34 means a 34% yield). (1) The reactants are [Cl:1][C:2]1[CH:7]=[CH:6][C:5]([C@H:8]2[C@@H:12]([C:13]3[CH:18]=[CH:17][C:16]([Cl:19])=[CH:15][CH:14]=3)[N:11]([C:20](N3CCN(CCS(C)(=O)=O)CC3)=[O:21])[C:10]([C:34]3[CH:39]=[CH:38][C:37]([C:40]([CH3:49])([CH3:48])[C:41]([N:43]([CH2:46][CH3:47])[CH2:44][CH3:45])=[O:42])=[CH:36][C:35]=3[O:50][CH2:51][CH3:52])=[N:9]2)=[CH:4][CH:3]=1.[N:53]1([C:59](=[O:67])[CH2:60][N:61]2[CH2:66][CH2:65][NH:64][CH2:63][CH2:62]2)[CH2:58][CH2:57][O:56][CH2:55][CH2:54]1. No catalyst specified. The product is [Cl:1][C:2]1[CH:7]=[CH:6][C:5]([C@H:8]2[C@@H:12]([C:13]3[CH:14]=[CH:15][C:16]([Cl:19])=[CH:17][CH:18]=3)[N:11]([C:20]([N:64]3[CH2:63][CH2:62][N:61]([CH2:60][C:59]([N:53]4[CH2:54][CH2:55][O:56][CH2:57][CH2:58]4)=[O:67])[CH2:66][CH2:65]3)=[O:21])[C:10]([C:34]3[CH:39]=[CH:38][C:37]([C:40]([CH3:49])([CH3:48])[C:41]([N:43]([CH2:46][CH3:47])[CH2:44][CH3:45])=[O:42])=[CH:36][C:35]=3[O:50][CH2:51][CH3:52])=[N:9]2)=[CH:4][CH:3]=1. The yield is 0.850. (2) The reactants are [CH2:1]([C:4]1[O:5][CH:6]=[CH:7][CH:8]=1)[CH2:2][CH3:3].[Li]CCCC.[CH2:14]1[O:16][CH2:15]1. The catalyst is C1COCC1. The product is [CH2:1]([C:4]1[O:5][C:6]([CH2:14][CH2:15][OH:16])=[CH:7][CH:8]=1)[CH2:2][CH3:3]. The yield is 0.910. (3) The yield is 0.150. The catalyst is [Pd]. The product is [NH2:20][C:17]1[CH:18]=[CH:19][C:14]([S:11]([NH:10][C:8]2[CH:9]=[CH:24][C:5]3[CH2:4][O:3][B:2]([OH:1])[C:6]=3[CH:7]=2)(=[O:13])=[O:12])=[C:15]([CH3:23])[CH:16]=1. The reactants are [OH:1][B:2]1[C:6](=[CH:7][C:8]([NH:10][S:11]([C:14]2[CH:19]=[CH:18][C:17]([N+:20]([O-])=O)=[CH:16][C:15]=2[CH3:23])(=[O:13])=[O:12])=[CH2:9])[CH2:5][CH2:4][O:3]1.[CH3:24]O. (4) No catalyst specified. The yield is 0.520. The reactants are [S:1]1[C:5]2[CH:6]=[CH:7][CH:8]=[CH:9][C:4]=2[N:3]=[C:2]1[N:10]1[C:14](=[O:15])[C:13](=[CH:16][N:17](C)C)[C:12]([C:20]2[CH:25]=[CH:24][CH:23]=[CH:22][CH:21]=2)=[N:11]1.N. The product is [NH2:17][CH:16]=[C:13]1[C:12]([C:20]2[CH:25]=[CH:24][CH:23]=[CH:22][CH:21]=2)=[N:11][N:10]([C:2]2[S:1][C:5]3[CH:6]=[CH:7][CH:8]=[CH:9][C:4]=3[N:3]=2)[C:14]1=[O:15]. (5) The reactants are Cl.[S:2]1[C:10]2[C:5](=[N:6][CH:7]=[CH:8][CH:9]=2)[CH:4]=[C:3]1[NH2:11].[C:12]1([S:18]([Cl:21])(=[O:20])=[O:19])[CH:17]=[CH:16][CH:15]=[CH:14][CH:13]=1. The catalyst is N1C=CC=CC=1. The product is [ClH:21].[S:2]1[C:10]2[C:5](=[N:6][CH:7]=[CH:8][CH:9]=2)[CH:4]=[C:3]1[NH:11][S:18]([C:12]1[CH:17]=[CH:16][CH:15]=[CH:14][CH:13]=1)(=[O:20])=[O:19]. The yield is 0.200. (6) The reactants are [N+:1]([C:4]1[C:13]([NH:14]C(=O)C)=[CH:12][CH:11]=[C:10]2[C:5]=1[CH2:6][CH2:7][CH2:8][O:9]2)([O-:3])=[O:2].[OH-].[Na+]. The catalyst is CCO. The product is [N+:1]([C:4]1[C:13]([NH2:14])=[CH:12][CH:11]=[C:10]2[C:5]=1[CH2:6][CH2:7][CH2:8][O:9]2)([O-:3])=[O:2]. The yield is 0.850.